Dataset: Forward reaction prediction with 1.9M reactions from USPTO patents (1976-2016). Task: Predict the product of the given reaction. (1) Given the reactants [Cl:1][C:2]1[CH:7]=[CH:6][C:5]([C:8]2(O)[C:20]3[CH:19]=[C:18]([O:21][CH2:22][CH:23]4[CH2:28][CH:27]([O:29][CH2:30][CH2:31][CH2:32][CH2:33][CH2:34][CH2:35][CH2:36][CH2:37][CH2:38][CH2:39][CH2:40][CH2:41][CH2:42][CH2:43][CH2:44][CH2:45][CH2:46][CH3:47])[CH:26]([O:48][CH2:49][CH2:50][CH2:51][CH2:52][CH2:53][CH2:54][CH2:55][CH2:56][CH2:57][CH2:58][CH2:59][CH2:60][CH2:61][CH2:62][CH2:63][CH2:64][CH2:65][CH3:66])[CH:25]([O:67][CH2:68][CH2:69][CH2:70][CH2:71][CH2:72][CH2:73][CH2:74][CH2:75][CH2:76][CH2:77][CH2:78][CH2:79][CH2:80][CH2:81][CH2:82][CH2:83][CH2:84][CH3:85])[CH2:24]4)[CH:17]=[CH:16][C:15]=3[C:14]3[C:9]2=[CH:10][CH:11]=[CH:12][CH:13]=3)=[CH:4][CH:3]=1.C([Br:90])(=O)C, predict the reaction product. The product is: [Cl:1][C:2]1[CH:7]=[CH:6][C:5]([C:8]2([Br:90])[C:20]3[CH:19]=[C:18]([O:21][CH2:22][CH:23]4[CH2:28][CH:27]([O:29][CH2:30][CH2:31][CH2:32][CH2:33][CH2:34][CH2:35][CH2:36][CH2:37][CH2:38][CH2:39][CH2:40][CH2:41][CH2:42][CH2:43][CH2:44][CH2:45][CH2:46][CH3:47])[CH:26]([O:48][CH2:49][CH2:50][CH2:51][CH2:52][CH2:53][CH2:54][CH2:55][CH2:56][CH2:57][CH2:58][CH2:59][CH2:60][CH2:61][CH2:62][CH2:63][CH2:64][CH2:65][CH3:66])[CH:25]([O:67][CH2:68][CH2:69][CH2:70][CH2:71][CH2:72][CH2:73][CH2:74][CH2:75][CH2:76][CH2:77][CH2:78][CH2:79][CH2:80][CH2:81][CH2:82][CH2:83][CH2:84][CH3:85])[CH2:24]4)[CH:17]=[CH:16][C:15]=3[C:14]3[C:9]2=[CH:10][CH:11]=[CH:12][CH:13]=3)=[CH:4][CH:3]=1. (2) Given the reactants [F:1][C:2]1[CH:7]=[C:6]([CH2:8][N:9]2[C:14](=[O:15])[CH:13]=[C:12]([CH3:16])[N:11]=[C:10]2[CH2:17][CH2:18][CH3:19])[CH:5]=[CH:4][C:3]=1[C:20]1[C:21]([C:26]#[N:27])=[CH:22][CH:23]=[CH:24][CH:25]=1.C([O-])(=O)C.[Na+].[Br:33]Br, predict the reaction product. The product is: [Br:33][C:13]1[C:14](=[O:15])[N:9]([CH2:8][C:6]2[CH:5]=[CH:4][C:3]([C:20]3[C:21]([C:26]#[N:27])=[CH:22][CH:23]=[CH:24][CH:25]=3)=[C:2]([F:1])[CH:7]=2)[C:10]([CH2:17][CH2:18][CH3:19])=[N:11][C:12]=1[CH3:16]. (3) Given the reactants [NH2:1][C:2]1[CH:12]=[CH:11][C:5]([C:6]([O:8][CH2:9][CH3:10])=[O:7])=[CH:4][CH:3]=1.N1C=CC=CC=1.[F:19][C:20]1[C:25]2=[N:26][S:27][N:28]=[C:24]2[C:23]([S:29](Cl)(=[O:31])=[O:30])=[CH:22][CH:21]=1, predict the reaction product. The product is: [F:19][C:20]1[C:25]2=[N:26][S:27][N:28]=[C:24]2[C:23]([S:29]([NH:1][C:2]2[CH:3]=[CH:4][C:5]([C:6]([O:8][CH2:9][CH3:10])=[O:7])=[CH:11][CH:12]=2)(=[O:30])=[O:31])=[CH:22][CH:21]=1.